This data is from Forward reaction prediction with 1.9M reactions from USPTO patents (1976-2016). The task is: Predict the product of the given reaction. (1) Given the reactants [O:1]=[C:2]1[CH2:8][CH2:7][N:6]([C:9]([O:11][C:12]([CH3:15])([CH3:14])[CH3:13])=[O:10])[CH2:5][CH2:4][NH:3]1.[CH3:16][Si](C)(C)[N-][Si](C)(C)C.[Li+].Br[CH2:27][C:28]1[CH:36]=[CH:35][C:31]([C:32]([O-:34])=[O:33])=[CH:30][CH:29]=1, predict the reaction product. The product is: [CH3:16][O:34][C:32]([C:31]1[CH:35]=[CH:36][C:28]([CH2:27][N:3]2[C:2](=[O:1])[CH2:8][CH2:7][N:6]([C:9]([O:11][C:12]([CH3:15])([CH3:14])[CH3:13])=[O:10])[CH2:5][CH2:4]2)=[CH:29][CH:30]=1)=[O:33]. (2) Given the reactants [CH2:1]([O:3][C:4](=[O:22])[CH2:5][NH:6][C:7]([C:9]1[C:10](=[O:21])[O:11][C:12]2[C:17]([C:18]=1[OH:19])=[CH:16][CH:15]=[C:14](Br)[CH:13]=2)=[O:8])[CH3:2].[CH3:23][Sn](C)(C)C, predict the reaction product. The product is: [CH2:1]([O:3][C:4](=[O:22])[CH2:5][NH:6][C:7]([C:9]1[C:10](=[O:21])[O:11][C:12]2[C:17]([C:18]=1[OH:19])=[CH:16][CH:15]=[C:14]([CH3:23])[CH:13]=2)=[O:8])[CH3:2]. (3) Given the reactants [CH2:1]([O:8][C:9](=[O:36])[NH:10][C:11]([CH2:34][OH:35])([CH2:32][OH:33])[CH2:12][CH2:13][C:14]1[CH:19]=[CH:18][C:17]([O:20][CH2:21][CH2:22][CH2:23][CH2:24][CH2:25][CH2:26][CH3:27])=[C:16]([C:28]([F:31])([F:30])[F:29])[CH:15]=1)[C:2]1[CH:7]=[CH:6][CH:5]=[CH:4][CH:3]=1.C([O:44][P:45](OP(OCC1C=CC=CC=1)(OCC1C=CC=CC=1)=O)(OCC1C=CC=CC=1)=O)C1C=CC=CC=1.[C:74]1([CH3:80])[CH:79]=[CH:78][CH:77]=[CH:76][CH:75]=1.F[C:82](F)(F)[C:83](F)(F)[C:84](F)(F)[C:85](F)(F)[C:86](F)(F)[C:87](F)(F)F.Cl[CH2:102]Cl, predict the reaction product. The product is: [CH2:1]([O:8][C:9](=[O:36])[NH:10][C:11]([CH2:34][O:35][P:45]([CH2:82][C:83]1[CH:102]=[CH:87][CH:86]=[CH:85][CH:84]=1)([CH2:80][C:74]1[CH:79]=[CH:78][CH:77]=[CH:76][CH:75]=1)=[O:44])([CH2:32][OH:33])[CH2:12][CH2:13][C:14]1[CH:19]=[CH:18][C:17]([O:20][CH2:21][CH2:22][CH2:23][CH2:24][CH2:25][CH2:26][CH3:27])=[C:16]([C:28]([F:31])([F:30])[F:29])[CH:15]=1)[C:2]1[CH:3]=[CH:4][CH:5]=[CH:6][CH:7]=1. (4) Given the reactants [CH3:1][C:2](=[O:12])[CH2:3][CH2:4][CH2:5][CH2:6][CH2:7][CH2:8][CH2:9][CH2:10][CH3:11].[CH2:13]([OH:16])[CH2:14][OH:15], predict the reaction product. The product is: [CH3:1][C:2](=[O:12])[CH2:3][CH2:4][CH2:5][CH2:6][CH2:7][CH2:8][CH2:9][CH2:10][CH3:11].[CH2:13]([OH:16])[CH2:14][OH:15]. (5) Given the reactants [CH3:1][C@H:2]1[CH2:6][CH2:5][CH2:4][N:3]1[C@H:7]1[CH2:11][CH2:10][N:9]([C:12]2[CH:13]=[C:14]3[C:19](=[CH:20][CH:21]=2)[CH2:18][NH:17][CH2:16][CH2:15]3)[CH2:8]1.Br[C:23]1[CH:28]=[CH:27][CH:26]=[C:25]([N:29]2[CH2:33][CH2:32][CH2:31][CH2:30]2)[N:24]=1, predict the reaction product. The product is: [CH3:1][C@H:2]1[CH2:6][CH2:5][CH2:4][N:3]1[C@H:7]1[CH2:11][CH2:10][N:9]([C:12]2[CH:13]=[C:14]3[C:19](=[CH:20][CH:21]=2)[CH2:18][N:17]([C:23]2[CH:28]=[CH:27][CH:26]=[C:25]([N:29]4[CH2:33][CH2:32][CH2:31][CH2:30]4)[N:24]=2)[CH2:16][CH2:15]3)[CH2:8]1.